From a dataset of Full USPTO retrosynthesis dataset with 1.9M reactions from patents (1976-2016). Predict the reactants needed to synthesize the given product. (1) Given the product [Cl:1][C:2]1[CH:3]=[C:4]([N:22]([CH2:30][CH3:31])[C@H:23]2[C@H:27]([O:28][CH3:29])[CH2:26][O:25][CH2:24]2)[C:5]([CH3:21])=[C:6]([CH:20]=1)[C:7]([NH:9][CH2:10][C:11]1[C:15](=[O:16])[N:14]([CH3:18])[NH:13][C:12]=1[CH3:19])=[O:8], predict the reactants needed to synthesize it. The reactants are: [Cl:1][C:2]1[CH:3]=[C:4]([N:22]([CH2:30][CH3:31])[C@H:23]2[C@H:27]([O:28][CH3:29])[CH2:26][O:25][CH2:24]2)[C:5]([CH3:21])=[C:6]([CH:20]=1)[C:7]([NH:9][CH2:10][C:11]1[C:12]([CH3:19])=[N:13][N:14]([CH3:18])[C:15]=1[O:16]C)=[O:8].Cl. (2) The reactants are: [Cl:1][C:2]1[CH:9]=[C:8]([N:10]2[C:14](=[O:15])[CH:13]=[C:12]([OH:16])[CH:11]2[CH2:17][CH:18]2[CH2:20][CH2:19]2)[CH:7]=[CH:6][C:3]=1[C:4]#[N:5].C(O)(=O)C.[BH4-].[Na+].O. Given the product [Cl:1][C:2]1[CH:9]=[C:8]([N:10]2[C:14](=[O:15])[CH2:13][C@H:12]([OH:16])[C@@H:11]2[CH2:17][CH:18]2[CH2:20][CH2:19]2)[CH:7]=[CH:6][C:3]=1[C:4]#[N:5], predict the reactants needed to synthesize it. (3) Given the product [CH:1]([N:5]1[C:13]2[CH:12]=[C:11]([C:14]3[CH:19]=[N:18][C:17]([N:20]4[CH2:25][CH2:24][NH:23][CH2:22][CH2:21]4)=[CH:16][CH:15]=3)[CH:10]=[C:9]([C:33]([NH:34][CH2:35][C:36]3[C:41](=[O:42])[CH:40]=[C:39]([CH3:43])[NH:38][C:37]=3[CH3:44])=[O:45])[C:8]=2[C:7]([CH3:46])=[CH:6]1)([CH2:3][CH3:4])[CH3:2], predict the reactants needed to synthesize it. The reactants are: [CH:1]([N:5]1[C:13]2[C:8](=[C:9]([C:33](=[O:45])[NH:34][CH2:35][C:36]3[C:41](=[O:42])[CH:40]=[C:39]([CH3:43])[NH:38][C:37]=3[CH3:44])[CH:10]=[C:11]([C:14]3[CH:15]=[CH:16][C:17]([N:20]4[CH2:25][CH2:24][N:23](C(OC(C)(C)C)=O)[CH2:22][CH2:21]4)=[N:18][CH:19]=3)[CH:12]=2)[C:7]([CH3:46])=[CH:6]1)([CH2:3][CH3:4])[CH3:2].C(=O)(O)[O-].[Na+]. (4) Given the product [N:11]1[C:12]2[C:7](=[CH:6][C:5]([CH2:4][C:3]([OH:15])=[O:2])=[CH:14][CH:13]=2)[CH:8]=[CH:9][CH:10]=1, predict the reactants needed to synthesize it. The reactants are: C[O:2][C:3](=[O:15])[CH2:4][C:5]1[CH:6]=[C:7]2[C:12](=[CH:13][CH:14]=1)[N:11]=[CH:10][CH:9]=[CH:8]2.O.[OH-].[Na+].Cl. (5) Given the product [CH2:2]([O:4][C:5]([C:7]1[CH2:8][C@@H:9]([NH2:20])[C@H:10]([O:19][S:40]([CH3:39])(=[O:42])=[O:41])[C@H:11]([O:13][CH:14]([CH2:15][CH3:16])[CH2:17][CH3:18])[CH:12]=1)=[O:6])[CH3:3], predict the reactants needed to synthesize it. The reactants are: [Na+].[CH2:2]([O:4][C:5]([C:7]1[CH2:8][C@@H:9]([N:20]=CC2C=CC=CC=2S([O-])(=O)=O)[C@H:10]([OH:19])[C@H:11]([O:13][CH:14]([CH2:17][CH3:18])[CH2:15][CH3:16])[CH:12]=1)=[O:6])[CH3:3].C(N(CC)CC)C.[CH3:39][S:40](Cl)(=[O:42])=[O:41].C(N)CN. (6) Given the product [NH2:1][C:2]1([C:6]2[CH:7]=[CH:8][C:9]([C:12]3[C:13]([C:27]4[CH:28]=[CH:29][CH:30]=[CH:31][CH:32]=4)=[CH:14][C:15]4[NH:20][C:19](=[O:25])[CH:18]([CH2:34][CH2:33][OH:37])[O:17][C:16]=4[N:26]=3)=[CH:10][CH:11]=2)[CH2:3][CH2:4][CH2:5]1, predict the reactants needed to synthesize it. The reactants are: [NH2:1][C:2]1([C:6]2[CH:11]=[CH:10][C:9]([C:12]3[C:13]([C:27]4[CH:32]=[CH:31][CH:30]=[CH:29][CH:28]=4)=[CH:14][C:15]4[N:20](CCC#N)[C:19](=[O:25])[CH2:18][O:17][C:16]=4[N:26]=3)=[CH:8][CH:7]=2)[CH2:5][CH2:4][CH2:3]1.[C:33]([O:37]C(=O)NC1(C2C=CC(C3C(C4C=CC=CC=4)=CC4N(CCCCC#N)C(=O)COC=4N=3)=CC=2)CCC1)(C)(C)[CH3:34]. (7) Given the product [NH2:33][CH2:32][CH:31]([NH:30][C:26]1[N:25]=[C:24]([C:23]2[C:18]3[C:19](=[N:20][C:15]([NH:14][CH:11]4[CH2:12][CH2:13][CH:8]([NH2:7])[CH2:9][CH2:10]4)=[N:16][CH:17]=3)[NH:21][N:22]=2)[CH:29]=[CH:28][N:27]=1)[C:41]1[CH:46]=[CH:45][CH:44]=[CH:43][CH:42]=1, predict the reactants needed to synthesize it. The reactants are: C(OC(=O)[NH:7][CH:8]1[CH2:13][CH2:12][CH:11]([NH:14][C:15]2[N:20]=[C:19]3[NH:21][N:22]=[C:23]([C:24]4[CH:29]=[CH:28][N:27]=[C:26]([NH:30][CH:31]([C:41]5[CH:46]=[CH:45][CH:44]=[CH:43][CH:42]=5)[CH2:32][NH:33]C(OC(C)(C)C)=O)[N:25]=4)[C:18]3=[CH:17][N:16]=2)[CH2:10][CH2:9]1)(C)(C)C. (8) The reactants are: Cl[C:2]1[N:7]=[C:6]([NH:8][C:9]2[N:14]=[CH:13][C:12]3[N:15]=[C:16]([CH3:21])[N:17]([CH:18]([CH3:20])[CH3:19])[C:11]=3[CH:10]=2)[CH:5]=[CH:4][N:3]=1.[NH:22]1[CH2:26][C:25](=[O:27])[NH:24][CH2:23]1.O[C@H]1CN[C@H](C(O)=O)C1.P([O-])([O-])([O-])=O.[K+].[K+].[K+]. Given the product [CH:18]([N:17]1[C:11]2[CH:10]=[C:9]([NH:8][C:6]3[CH:5]=[CH:4][N:3]=[C:2]([N:22]4[CH2:26][C:25](=[O:27])[NH:24][CH2:23]4)[N:7]=3)[N:14]=[CH:13][C:12]=2[N:15]=[C:16]1[CH3:21])([CH3:20])[CH3:19], predict the reactants needed to synthesize it.